From a dataset of Forward reaction prediction with 1.9M reactions from USPTO patents (1976-2016). Predict the product of the given reaction. (1) Given the reactants [I-:1].[CH3:2][O:3][C:4]1[CH:5]=[C:6]2[C:11](=[CH:12][CH:13]=1)[N+:10]([CH3:14])=[C:9]([C:15]1[CH:20]=[CH:19][CH:18]=[CH:17][CH:16]=1)[N:8]=[C:7]2SC.[I-].[CH3:24][C:25]1[S:26][C:27]2[CH:34]=[CH:33][CH:32]=[CH:31][C:28]=2[N+:29]=1[CH3:30].C(N(CC)CC)C, predict the reaction product. The product is: [I-:1].[CH3:2][O:3][C:4]1[CH:5]=[C:6]2[C:11](=[CH:12][CH:13]=1)[N:10]([CH3:14])[C:9]([C:15]1[CH:16]=[CH:17][CH:18]=[CH:19][CH:20]=1)=[N:8][C:7]2=[CH:24][C:25]1[S:26][C:27]2[CH:34]=[CH:33][CH:32]=[CH:31][C:28]=2[N+:29]=1[CH3:30]. (2) Given the reactants [CH3:1][O:2][C:3]([C:5]1[C:14]([OH:15])=[CH:13][CH:12]2[CH:7]([CH2:8][CH2:9][CH2:10][CH:11]2[OH:16])[CH:6]=1)=[O:4].C1C=C[NH+]=CC=1.C1C=C[NH+]=CC=1.[O-][Cr](O[Cr]([O-])(=O)=O)(=O)=O, predict the reaction product. The product is: [CH3:1][O:2][C:3]([C:5]1[C:14]([OH:15])=[CH:13][CH:12]2[CH:7]([CH2:8][CH2:9][CH2:10][C:11]2=[O:16])[CH:6]=1)=[O:4]. (3) Given the reactants [CH3:1][C:2]([SH:7])([CH3:6])[CH2:3][CH2:4][OH:5].N1C=CC=CC=1.[C:14](Cl)(=[O:16])[CH3:15], predict the reaction product. The product is: [C:14]([O:5][CH2:4][CH2:3][C:2]([CH3:6])([SH:7])[CH3:1])(=[O:16])[CH3:15].